Dataset: Forward reaction prediction with 1.9M reactions from USPTO patents (1976-2016). Task: Predict the product of the given reaction. (1) Given the reactants [O:1]1[CH2:6][CH2:5][CH:4]([C:7]([O:9]C)=O)[CH2:3][CH2:2]1.[NH2:11][NH2:12], predict the reaction product. The product is: [O:1]1[CH2:6][CH2:5][CH:4]([C:7]([NH:11][NH2:12])=[O:9])[CH2:3][CH2:2]1. (2) Given the reactants Br[C:2]1[CH:7]=[CH:6][C:5]([Br:8])=[CH:4][N:3]=1.[CH3:9][CH:10]([SH:12])[CH3:11].[H-].[Na+], predict the reaction product. The product is: [Br:8][C:5]1[CH:6]=[CH:7][C:2]([S:12][CH:10]([CH3:11])[CH3:9])=[N:3][CH:4]=1. (3) Given the reactants [C:1]1([C:6]2[C:7]([OH:31])=[C:8]([C:18]3[NH:23][C:22]4[CH:24]=[CH:25][C:26](I)=[CH:27][C:21]=4[S:20](=[O:30])(=[O:29])[N:19]=3)[C:9](=[O:17])[N:10]([CH2:12][CH2:13][CH:14]([CH3:16])[CH3:15])[N:11]=2)[CH2:5][CH2:4][CH2:3][CH:2]=1.N(CC(O)=O)C.[CH3:38][S:39]([NH2:42])(=[O:41])=[O:40].P([O-])([O-])([O-])=O.[K+].[K+].[K+], predict the reaction product. The product is: [C:1]1([C:6]2[C:7]([OH:31])=[C:8]([C:18]3[NH:23][C:22]4[CH:24]=[CH:25][C:26]([NH:42][S:39]([CH3:38])(=[O:41])=[O:40])=[CH:27][C:21]=4[S:20](=[O:30])(=[O:29])[N:19]=3)[C:9](=[O:17])[N:10]([CH2:12][CH2:13][CH:14]([CH3:16])[CH3:15])[N:11]=2)[CH2:5][CH2:4][CH2:3][CH:2]=1. (4) Given the reactants [OH:1][C:2]1[CH:3]=[CH:4][C:5]([C:8]([O:10][CH3:11])=[O:9])=[N:6][CH:7]=1.O[CH2:13][C@@H:14]([NH:16][C:17](=[O:23])[O:18][C:19]([CH3:22])([CH3:21])[CH3:20])[CH3:15].C1(P(C2C=CC=CC=2)C2C=CC=CC=2)C=CC=CC=1.N(C(OC(C)C)=O)=NC(OC(C)C)=O, predict the reaction product. The product is: [C:19]([O:18][C:17]([NH:16][C@@H:14]([CH3:15])[CH2:13][O:1][C:2]1[CH:3]=[CH:4][C:5]([C:8]([O:10][CH3:11])=[O:9])=[N:6][CH:7]=1)=[O:23])([CH3:22])([CH3:21])[CH3:20]. (5) The product is: [CH2:1]([C:5]1[N:10]2[N:11]=[CH:12][CH:13]=[C:9]2[N:8]([C@H:14]2[CH2:15][CH2:16][C@H:17]([OH:18])[CH2:22][CH2:23]2)[C:7](=[O:24])[C:6]=1[CH2:25][C:26]1[CH:31]=[CH:30][C:29]([C:32]2[C:33]([C:38]#[N:39])=[CH:34][CH:35]=[CH:36][CH:37]=2)=[C:28]([F:40])[CH:27]=1)[CH2:2][CH2:3][CH3:4]. Given the reactants [CH2:1]([C:5]1[N:10]2[N:11]=[CH:12][CH:13]=[C:9]2[N:8]([CH:14]2[CH2:23][CH2:22][C:17]3(OCC[O:18]3)[CH2:16][CH2:15]2)[C:7](=[O:24])[C:6]=1[CH2:25][C:26]1[CH:31]=[CH:30][C:29]([C:32]2[C:33]([C:38]#[N:39])=[CH:34][CH:35]=[CH:36][CH:37]=2)=[C:28]([F:40])[CH:27]=1)[CH2:2][CH2:3][CH3:4].Cl.[OH-].[Na+], predict the reaction product. (6) Given the reactants C(N([CH2:6][CH3:7])CC)C.C[Si](C#C)(C)C.[Cl:14][C:15]1[CH:20]=[CH:19][C:18]([C@:21]2([O:30][C@H:29]([CH2:31][OH:32])[C@@H:27]([OH:28])[C@H:25]([OH:26])[C@H:23]2[OH:24])[OH:22])=[CH:17][C:16]=1[CH2:33][C:34]1[CH:39]=[CH:38][C:37](OS(C(F)(F)F)(=O)=O)=[CH:36][CH:35]=1.C(=O)([O-])O.[Na+], predict the reaction product. The product is: [Cl:14][C:15]1[CH:20]=[CH:19][C:18]([C@:21]2([O:30][C@H:29]([CH2:31][OH:32])[C@@H:27]([OH:28])[C@H:25]([OH:26])[C@H:23]2[OH:24])[OH:22])=[CH:17][C:16]=1[CH2:33][C:34]1[CH:35]=[CH:36][C:37]([C:6]#[CH:7])=[CH:38][CH:39]=1. (7) Given the reactants [N:1]1([C:7]2[CH:12]=[C:11]([C:13]3[CH:14]=[C:15]([CH:18]=[CH:19][CH:20]=3)[CH:16]=[O:17])[CH:10]=[C:9]([NH:21][C:22]3[CH:23]=[N:24][CH:25]=[CH:26][CH:27]=3)[N:8]=2)[CH2:6][CH2:5][O:4][CH2:3][CH2:2]1.CC(C[AlH]CC(C)C)C, predict the reaction product. The product is: [N:1]1([C:7]2[CH:12]=[C:11]([C:13]3[CH:14]=[C:15]([CH2:16][OH:17])[CH:18]=[CH:19][CH:20]=3)[CH:10]=[C:9]([NH:21][C:22]3[CH:23]=[N:24][CH:25]=[CH:26][CH:27]=3)[N:8]=2)[CH2:2][CH2:3][O:4][CH2:5][CH2:6]1.